Dataset: Catalyst prediction with 721,799 reactions and 888 catalyst types from USPTO. Task: Predict which catalyst facilitates the given reaction. (1) Reactant: C(OC(=O)[NH:7][C:8]1[CH:13]=[CH:12][C:11]([C:14]#[C:15][C:16]2[CH:21]=[CH:20][C:19]([F:22])=[CH:18][CH:17]=2)=[CH:10][C:9]=1[NH:23][C:24](=[O:39])[CH2:25][C:26]([C:28]1[CH:33]=[CH:32][N:31]=[C:30]([N:34]2[CH:38]=[CH:37][N:36]=[CH:35]2)[CH:29]=1)=O)(C)(C)C.C(O)(C(F)(F)F)=O. Product: [F:22][C:19]1[CH:20]=[CH:21][C:16]([C:15]#[C:14][C:11]2[CH:12]=[CH:13][C:8]3[N:7]=[C:26]([C:28]4[CH:33]=[CH:32][N:31]=[C:30]([N:34]5[CH:38]=[CH:37][N:36]=[CH:35]5)[CH:29]=4)[CH2:25][C:24](=[O:39])[NH:23][C:9]=3[CH:10]=2)=[CH:17][CH:18]=1. The catalyst class is: 2. (2) Reactant: [C:1]([O:5][C:6]([N:8]1[CH2:13][CH2:12][C:11](=[CH:14][C:15]#[N:16])[CH2:10][CH2:9]1)=[O:7])([CH3:4])([CH3:3])[CH3:2]. Product: [C:1]([O:5][C:6]([N:8]1[CH2:9][CH2:10][CH:11]([CH2:14][C:15]#[N:16])[CH2:12][CH2:13]1)=[O:7])([CH3:4])([CH3:3])[CH3:2]. The catalyst class is: 29. (3) Reactant: [CH2:1]([O:3][C:4](=[O:18])[CH:5]([C:9](=O)[C:10]1[CH:15]=[CH:14][C:13]([Br:16])=[CH:12][CH:11]=1)[C:6](=O)[CH3:7])[CH3:2].[CH3:19][NH:20][NH2:21].C1(C)C=CC(S(O)(=O)=O)=CC=1. Product: [CH2:1]([O:3][C:4]([C:5]1[C:9]([C:10]2[CH:15]=[CH:14][C:13]([Br:16])=[CH:12][CH:11]=2)=[N:21][N:20]([CH3:19])[C:6]=1[CH3:7])=[O:18])[CH3:2].[CH2:1]([O:3][C:4]([C:5]1[C:6]([CH3:7])=[N:21][N:20]([CH3:19])[C:9]=1[C:10]1[CH:15]=[CH:14][C:13]([Br:16])=[CH:12][CH:11]=1)=[O:18])[CH3:2]. The catalyst class is: 8. (4) Reactant: [CH2:1]([O:8][C@@H:9]1[CH2:13][CH2:12][CH2:11][C@H:10]1[NH2:14])[C:2]1[CH:7]=[CH:6][CH:5]=[CH:4][CH:3]=1.C(N(CC)CC)C.[C:22](=[S:24])=S.CI.[N:27]1[CH:32]=[CH:31][CH:30]=[CH:29][C:28]=1[CH2:33][C:34]([NH:36][NH2:37])=O. Product: [CH2:1]([O:8][C@@H:9]1[CH2:13][CH2:12][CH2:11][C@H:10]1[N:14]1[C:34]([CH2:33][C:28]2[CH:29]=[CH:30][CH:31]=[CH:32][N:27]=2)=[N:36][NH:37][C:22]1=[S:24])[C:2]1[CH:7]=[CH:6][CH:5]=[CH:4][CH:3]=1. The catalyst class is: 14. (5) Reactant: [I:1][C:2]1[CH:7]=[CH:6][C:5]([OH:8])=[CH:4][CH:3]=1.[Cl:9][CH2:10][CH2:11][CH2:12]Br.C(=O)([O-])[O-].[K+].[K+]. Product: [Cl:9][CH2:10][CH2:11][CH2:12][O:8][C:5]1[CH:6]=[CH:7][C:2]([I:1])=[CH:3][CH:4]=1. The catalyst class is: 21. (6) Reactant: C([O:8][C:9]1[CH:14]=[CH:13][C:12](/[CH:15]=[CH:16]/[CH2:17][CH2:18][O:19][CH2:20][CH2:21][CH2:22][CH2:23][CH2:24][C:25]#[N:26])=[CH:11][C:10]=1[C@@H:27]([C:37]1[CH:42]=[CH:41][CH:40]=[CH:39][CH:38]=1)[CH2:28][CH2:29][N:30]([CH:34]([CH3:36])[CH3:35])[CH:31]([CH3:33])[CH3:32])C1C=CC=CC=1.C([O-])=O.[NH4+]. Product: [CH:34]([N:30]([CH:31]([CH3:33])[CH3:32])[CH2:29][CH2:28][C@@H:27]([C:10]1[CH:11]=[C:12]([CH2:15][CH2:16][CH2:17][CH2:18][O:19][CH2:20][CH2:21][CH2:22][CH2:23][CH2:24][C:25]#[N:26])[CH:13]=[CH:14][C:9]=1[OH:8])[C:37]1[CH:42]=[CH:41][CH:40]=[CH:39][CH:38]=1)([CH3:36])[CH3:35]. The catalyst class is: 261. (7) Reactant: [CH2:1]([N:8]1[CH2:12][C@@H:11]([C@H:13]([OH:16])CO)[CH2:10][C:9]1=[O:17])[C:2]1[CH:7]=[CH:6][CH:5]=[CH:4][CH:3]=1. Product: [CH2:1]([N:8]1[C:9](=[O:17])[CH2:10][C@H:11]([CH:13]=[O:16])[CH2:12]1)[C:2]1[CH:3]=[CH:4][CH:5]=[CH:6][CH:7]=1. The catalyst class is: 24.